This data is from Forward reaction prediction with 1.9M reactions from USPTO patents (1976-2016). The task is: Predict the product of the given reaction. (1) Given the reactants C(C1C=CC=C2C=1N=C(C1(C3C=CC=CC=3)CC1)C(O)=[C:8]2[C:23]([OH:25])=[O:24])C.[Cl:26][C:27]1[CH:28]=[C:29]2[C:33](=[CH:34][CH:35]=1)[NH:32][C:31](=O)[C:30]2=[O:37].C(OCC([C:45]1([C:48]2[CH:53]=[CH:52][C:51]([Cl:54])=[CH:50][CH:49]=2)[CH2:47][CH2:46]1)=O)(=O)C, predict the reaction product. The product is: [Cl:26][C:27]1[CH:28]=[C:29]2[C:33](=[CH:34][CH:35]=1)[N:32]=[C:31]([C:45]1([C:48]3[CH:53]=[CH:52][C:51]([Cl:54])=[CH:50][CH:49]=3)[CH2:46][CH2:47]1)[C:30]([OH:37])=[C:8]2[C:23]([OH:25])=[O:24]. (2) Given the reactants N[C@H](C(O)=O)[CH2:3][C:4]1[C:12]2[C:7](=[CH:8][CH:9]=[CH:10][CH:11]=2)[NH:6][CH:5]=1.[C:16]([O-:19])(O)=[O:17].[Na+].O=C1CCC(=O)N1O[C:29](=[O:44])[CH2:30][CH2:31][CH2:32][NH:33][C:34]([O:36][CH2:37][C:38]1[CH:43]=[CH:42][CH:41]=[CH:40][CH:39]=1)=[O:35].C(O)(=O)CC(CC(O)=O)(C(O)=O)O.C(#[N:60])C, predict the reaction product. The product is: [CH2:37]([O:36][C:34]([NH:33][CH2:32][CH2:31][CH2:30][C:29]([NH:60][CH:3]([C:4]1[C:12]2[C:7](=[CH:8][CH:9]=[CH:10][CH:11]=2)[NH:6][CH:5]=1)[C:16]([OH:19])=[O:17])=[O:44])=[O:35])[C:38]1[CH:39]=[CH:40][CH:41]=[CH:42][CH:43]=1. (3) The product is: [Br:31][CH2:32][CH2:33][N:19]1[C:18]([O:22][CH3:23])=[N:17][C:16]2[C:20]1=[N:21][C:13]([O:12][CH2:8][CH2:9][CH2:10][CH3:11])=[N:14][C:15]=2[NH2:24]. Given the reactants FC(F)(F)C(O)=O.[CH2:8]([O:12][C:13]1[N:21]=[C:20]2[C:16]([N:17]=[C:18]([O:22][CH3:23])[NH:19]2)=[C:15]([NH2:24])[N:14]=1)[CH2:9][CH2:10][CH3:11].C(=O)([O-])[O-].[K+].[K+].[Br:31][CH2:32][CH2:33]Br, predict the reaction product.